This data is from Forward reaction prediction with 1.9M reactions from USPTO patents (1976-2016). The task is: Predict the product of the given reaction. Given the reactants [CH:1]1([N:6]2[CH2:12][CH2:11][C:10](=[O:13])[N:9]([CH3:14])[C:8]3[CH:15]=[N:16][C:17]([NH:19][C:20]4[CH:34]=[CH:33][C:23]([C:24]([NH:26][CH:27]5[CH2:32][CH2:31][NH:30][CH2:29][CH2:28]5)=[O:25])=[CH:22][C:21]=4[O:35][CH3:36])=[N:18][C:7]2=3)[CH2:5][CH2:4][CH2:3][CH2:2]1.C(O[BH-](OC(=O)C)OC(=O)C)(=O)C.[Na+].[O:51]1[CH2:56][CH2:55][C:54](=O)[CH2:53][CH2:52]1.C(O)(=O)C, predict the reaction product. The product is: [CH:1]1([N:6]2[CH2:12][CH2:11][C:10](=[O:13])[N:9]([CH3:14])[C:8]3[CH:15]=[N:16][C:17]([NH:19][C:20]4[CH:34]=[CH:33][C:23]([C:24]([NH:26][CH:27]5[CH2:32][CH2:31][N:30]([CH:54]6[CH2:55][CH2:56][O:51][CH2:52][CH2:53]6)[CH2:29][CH2:28]5)=[O:25])=[CH:22][C:21]=4[O:35][CH3:36])=[N:18][C:7]2=3)[CH2:2][CH2:3][CH2:4][CH2:5]1.